Task: Predict the product of the given reaction.. Dataset: Forward reaction prediction with 1.9M reactions from USPTO patents (1976-2016) Given the reactants [Cl:1][C:2]1[CH:7]=[C:6]([Cl:8])[CH:5]=[C:4]([Cl:9])[C:3]=1[N:10]1[C:14]2=[N:15][C:16]([CH2:20][C:21]3[CH:26]=[CH:25][C:24]([N:27](C(OC(C)(C)C)=O)[C:28](=[O:34])[C@@H:29]4[CH2:33][CH2:32][CH2:31][NH:30]4)=[CH:23][CH:22]=3)=[N:17][C:18](=[O:19])[C:13]2=[C:12]([CH:42]([CH3:44])[CH3:43])[NH:11]1, predict the reaction product. The product is: [Cl:1][C:2]1[CH:7]=[C:6]([Cl:8])[CH:5]=[C:4]([Cl:9])[C:3]=1[N:10]1[C:14]2=[N:15][C:16]([CH2:20][C:21]3[CH:22]=[CH:23][C:24]([NH:27][C:28](=[O:34])[C@@H:29]4[CH2:33][CH2:32][CH2:31][NH:30]4)=[CH:25][CH:26]=3)=[N:17][C:18](=[O:19])[C:13]2=[C:12]([CH:42]([CH3:44])[CH3:43])[NH:11]1.